The task is: Predict which catalyst facilitates the given reaction.. This data is from Catalyst prediction with 721,799 reactions and 888 catalyst types from USPTO. (1) Reactant: [F:1][C:2]([F:36])([F:35])[C:3]1[CH:4]=[C:5]([C@H:13]([N:15]([CH3:34])[C:16]([N:18]2[CH2:23][CH2:22][C@@H:21]3[CH2:24][NH:25][CH2:26][C@H:20]3[CH:19]2[C:27]2[CH:32]=[CH:31][CH:30]=[CH:29][C:28]=2[CH3:33])=[O:17])[CH3:14])[CH:6]=[C:7]([C:9]([F:12])([F:11])[F:10])[CH:8]=1.Cl[CH2:38][C:39](N)=[O:40].C([O-])([O-])=[O:43].[Cs+].[Cs+]. Product: [F:36][C:2]([F:1])([F:35])[C:3]1[CH:4]=[C:5]([C@H:13]([N:15]([CH3:34])[C:16]([N:18]2[CH2:23][CH2:22][C@@H:21]3[CH2:24][N:25]([CH2:38][C:39]([OH:40])=[O:43])[CH2:26][C@H:20]3[C@@H:19]2[C:27]2[CH:32]=[CH:31][CH:30]=[CH:29][C:28]=2[CH3:33])=[O:17])[CH3:14])[CH:6]=[C:7]([C:9]([F:11])([F:10])[F:12])[CH:8]=1. The catalyst class is: 12. (2) Reactant: [NH2:1][C:2]1[C:7]([Br:8])=[CH:6][C:5]([Br:9])=[CH:4][N:3]=1.Br[CH:11]([CH3:15])[C:12](=O)[CH3:13]. Product: [Br:9][C:5]1[CH:6]=[C:7]([Br:8])[C:2]2[N:3]([C:11]([CH3:15])=[C:12]([CH3:13])[N:1]=2)[CH:4]=1. The catalyst class is: 1. (3) Reactant: [C:1]([O:5][C:6]([N:8]1[C:16]2[C:11](=[N:12][C:13]([C:17]([OH:19])=O)=[CH:14][CH:15]=2)[CH2:10][CH2:9]1)=[O:7])([CH3:4])([CH3:3])[CH3:2].O.ON1C2C=CC=CC=2N=N1.[CH3:31][NH:32][CH3:33]. Product: [CH3:31][N:32]([CH3:33])[C:17]([C:13]1[N:12]=[C:11]2[CH2:10][CH2:9][N:8]([C:6]([O:5][C:1]([CH3:2])([CH3:3])[CH3:4])=[O:7])[C:16]2=[CH:15][CH:14]=1)=[O:19]. The catalyst class is: 4. (4) Reactant: C([O:4][C@@:5]1([CH2:38][CH3:39])[C:35]2[CH:34]=[C:33]3[N:11]([CH2:12][C:13]4[C:14]3=[N:15][C:16]3[C:17]5[C:18]=4[N:19]([CH2:29][CH:30]([CH3:32])[CH3:31])[C:20]([N:26]([CH3:28])[CH3:27])=[N:21][C:22]=5[CH:23]=[CH:24][CH:25]=3)[C:10](=[O:36])[C:9]=2[CH2:8][O:7][C:6]1=[O:37])(=O)C.NN.[ClH:42]. Product: [ClH:42].[CH3:28][N:26]([CH3:27])[C:20]1[N:19]([CH2:29][CH:30]([CH3:31])[CH3:32])[C:18]2=[C:13]3[CH2:12][N:11]4[C:33](=[CH:34][C:35]5[C@:5]([CH2:38][CH3:39])([OH:4])[C:6](=[O:37])[O:7][CH2:8][C:9]=5[C:10]4=[O:36])[C:14]3=[N:15][C:16]3[C:17]2=[C:22]([CH:23]=[CH:24][CH:25]=3)[N:21]=1. The catalyst class is: 71. (5) Reactant: [CH3:1][CH2:2][O:3][Si:4]([O:11][CH2:12][CH3:13])([O:8][CH2:9][CH3:10])[O:5][CH2:6][CH3:7].[CH3:14][CH2:15][O:16][Si:17]([O:25][CH2:26][CH3:27])([O:22][CH2:23][CH3:24])[CH2:18][CH2:19][CH2:20][NH2:21].CCO.Cl. Product: [CH3:7][CH2:6][O:5][Si:4]([O:3][CH2:2][CH3:1])([O:8][CH2:9][CH3:10])[O:11][CH2:12][CH3:13].[CH3:24][CH2:23][O:22][Si:17]([O:25][CH2:26][CH3:27])([O:16][CH2:15][CH3:14])[CH2:18][CH2:19][CH2:20][NH2:21]. The catalyst class is: 6. (6) The catalyst class is: 7. Reactant: C[O:2][C:3](=[O:21])[C:4]1[CH:9]=[C:8]([N:10]2[CH:14]=[N:13][N:12]=[C:11]2[S:15]([CH3:18])(=[O:17])=[O:16])[CH:7]=[CH:6][C:5]=1[O:19][CH3:20].[OH-].[Li+].O.Cl. Product: [CH3:18][S:15]([C:11]1[N:10]([C:8]2[CH:7]=[CH:6][C:5]([O:19][CH3:20])=[C:4]([CH:9]=2)[C:3]([OH:21])=[O:2])[CH:14]=[N:13][N:12]=1)(=[O:16])=[O:17].